This data is from Forward reaction prediction with 1.9M reactions from USPTO patents (1976-2016). The task is: Predict the product of the given reaction. (1) Given the reactants [CH2:1]([O:8][C:9]1[CH:14]=[CH:13][N:12]([C:15]2[CH:16]=[C:17]3[C:21](=[CH:22][CH:23]=2)[N:20]([CH2:24][CH2:25][N:26]2[CH2:30][CH2:29][C@H:28]([F:31])[CH2:27]2)[N:19]=[CH:18]3)[C:11](=[O:32])[CH:10]=1)[C:2]1[CH:7]=[CH:6][CH:5]=[CH:4][CH:3]=1.[ClH:33].C(OCC)C, predict the reaction product. The product is: [ClH:33].[CH2:1]([O:8][C:9]1[CH:14]=[CH:13][N:12]([C:15]2[CH:16]=[C:17]3[C:21](=[CH:22][CH:23]=2)[N:20]([CH2:24][CH2:25][N:26]2[CH2:30][CH2:29][C@H:28]([F:31])[CH2:27]2)[N:19]=[CH:18]3)[C:11](=[O:32])[CH:10]=1)[C:2]1[CH:7]=[CH:6][CH:5]=[CH:4][CH:3]=1. (2) Given the reactants C(O[BH-](OC(=O)C)OC(=O)C)(=O)C.[Na+].[Cl:15][C:16]1[CH:23]=[CH:22][C:19]([CH:20]=O)=[CH:18][CH:17]=1.[NH2:24][CH2:25][CH2:26][NH:27][C:28](=[O:34])[O:29][C:30]([CH3:33])([CH3:32])[CH3:31].C(O)(=O)C, predict the reaction product. The product is: [Cl:15][C:16]1[CH:23]=[CH:22][C:19]([CH2:20][NH:24][CH2:25][CH2:26][NH:27][C:28](=[O:34])[O:29][C:30]([CH3:32])([CH3:31])[CH3:33])=[CH:18][CH:17]=1. (3) Given the reactants [O:1]1[CH2:6][CH2:5][CH:4]([O:7][C:8]2[CH:9]=[C:10](/[CH:14]=[CH:15]/[C@H:16]3[CH2:20][CH2:19][N:18](C(OC(C)(C)C)=O)[CH2:17]3)[CH:11]=[N:12][CH:13]=2)[CH2:3][CH2:2]1, predict the reaction product. The product is: [NH:18]1[CH2:19][CH2:20][C@H:16](/[CH:15]=[CH:14]/[C:10]2[CH:11]=[N:12][CH:13]=[C:8]([O:7][CH:4]3[CH2:5][CH2:6][O:1][CH2:2][CH2:3]3)[CH:9]=2)[CH2:17]1. (4) Given the reactants CC1(C)C(C)(C)OB([C:9]2[CH:10]=[CH:11][C:12]([C:15]3[CH:16]=[N:17][C:18]([NH2:21])=[N:19][CH:20]=3)=[N:13][CH:14]=2)O1.Br[C:24]1[CH:29]=[CH:28][C:27]([C:30]([F:33])([F:32])[F:31])=[CH:26][C:25]=1[S:34]([NH:37][CH2:38][CH2:39][OH:40])(=[O:36])=[O:35], predict the reaction product. The product is: [NH2:21][C:18]1[N:19]=[CH:20][C:15]([C:12]2[N:13]=[CH:14][C:9]([C:24]3[CH:29]=[CH:28][C:27]([C:30]([F:31])([F:32])[F:33])=[CH:26][C:25]=3[S:34]([NH:37][CH2:38][CH2:39][OH:40])(=[O:35])=[O:36])=[CH:10][CH:11]=2)=[CH:16][N:17]=1. (5) The product is: [F:42][C:2]([F:1])([F:41])[C:3]1[CH:4]=[C:5]([C@H:13]([N:15]([CH3:40])[C:16]([N:18]2[CH2:31][CH2:30][C@@:21]3([NH:25][CH2:24][CH2:23][C@@H:22]3[C:26]([O-:28])=[O:27])[CH2:20][C@@H:19]2[C:32]2[CH:37]=[CH:36][C:35]([F:38])=[CH:34][C:33]=2[CH3:39])=[O:17])[CH3:14])[CH:6]=[C:7]([C:9]([F:10])([F:11])[F:12])[CH:8]=1.[Li+:44]. Given the reactants [F:1][C:2]([F:42])([F:41])[C:3]1[CH:4]=[C:5]([C@H:13]([N:15]([CH3:40])[C:16]([N:18]2[CH2:31][CH2:30][C@@:21]3([NH:25][CH2:24][CH2:23][CH:22]3[C:26]([O:28]C)=[O:27])[CH2:20][C@@H:19]2[C:32]2[CH:37]=[CH:36][C:35]([F:38])=[CH:34][C:33]=2[CH3:39])=[O:17])[CH3:14])[CH:6]=[C:7]([C:9]([F:12])([F:11])[F:10])[CH:8]=1.O[Li:44].O.O1CCCC1, predict the reaction product.